This data is from Catalyst prediction with 721,799 reactions and 888 catalyst types from USPTO. The task is: Predict which catalyst facilitates the given reaction. (1) Reactant: Cl[C:2]1[N:12]=[C:11]([Cl:13])[CH:10]=[CH:9][C:3]=1[C:4]([O:6][CH2:7][CH3:8])=[O:5].[CH:14]1([NH2:20])[CH2:19][CH2:18][CH2:17][CH2:16][CH2:15]1.C(=O)([O-])[O-].[K+].[K+]. Product: [Cl:13][C:11]1[CH:10]=[CH:9][C:3]([C:4]([O:6][CH2:7][CH3:8])=[O:5])=[C:2]([NH:20][CH:14]2[CH2:19][CH2:18][CH2:17][CH2:16][CH2:15]2)[N:12]=1. The catalyst class is: 3. (2) Reactant: [CH3:1][C:2]1([CH3:16])[C:7]2[CH:8]=[C:9](B(O)O)[CH:10]=[CH:11][C:6]=2[NH:5][C:4](=[O:15])[O:3]1.[Br:17][C:18]1[CH:23]=[C:22]([F:24])[CH:21]=[C:20](Br)[CH:19]=1.C(=O)([O-])[O-].[Na+].[Na+]. Product: [Br:17][C:18]1[CH:19]=[C:20]([C:9]2[CH:10]=[CH:11][C:6]3[NH:5][C:4](=[O:15])[O:3][C:2]([CH3:16])([CH3:1])[C:7]=3[CH:8]=2)[CH:21]=[C:22]([F:24])[CH:23]=1. The catalyst class is: 108. (3) Reactant: [Cl:1][C:2]1[C:11]2[C:6](=[CH:7][CH:8]=[C:9]([C:12]([C:14]3[C:15]([CH3:21])=[N:16][C:17]([CH3:20])=[CH:18][CH:19]=3)=[O:13])[CH:10]=2)[N:5]=[C:4]([O:22][CH3:23])[C:3]=1[CH2:24][C:25]1[CH:30]=[CH:29][C:28]([C:31]([F:34])([F:33])[F:32])=[CH:27][CH:26]=1.[Li][CH3:36]. Product: [Cl:1][C:2]1[C:11]2[C:6](=[CH:7][CH:8]=[C:9]([C:12]([C:14]3[C:15]([CH3:21])=[N:16][C:17]([CH3:20])=[CH:18][CH:19]=3)([OH:13])[CH3:36])[CH:10]=2)[N:5]=[C:4]([O:22][CH3:23])[C:3]=1[CH2:24][C:25]1[CH:26]=[CH:27][C:28]([C:31]([F:32])([F:34])[F:33])=[CH:29][CH:30]=1. The catalyst class is: 1. (4) Reactant: C(NC(C)C)(C)C.[Li+].CCC[CH2-].[N:13]1([C:24]([O:26][C:27]([CH3:30])([CH3:29])[CH3:28])=[O:25])[CH2:18][CH2:17][CH:16]([C:19]([O:21][CH2:22][CH3:23])=[O:20])[CH2:15][CH2:14]1.[Li+].CC([N-]C(C)C)C.Br[CH2:40][C:41]([CH3:43])=[CH2:42]. Product: [CH3:42][C:41](=[CH2:40])[CH2:43][C:16]1([C:19]([O:21][CH2:22][CH3:23])=[O:20])[CH2:15][CH2:14][N:13]([C:24]([O:26][C:27]([CH3:29])([CH3:28])[CH3:30])=[O:25])[CH2:18][CH2:17]1. The catalyst class is: 7. (5) Reactant: [CH3:1][O:2][C:3]([C:5]1[C:6]([OH:23])=[C:7]2[C:12](=[CH:13][N:14]=1)[N:11]([CH2:15][C:16]1[CH:21]=[CH:20][CH:19]=[CH:18][CH:17]=1)[C:10](=[O:22])[CH2:9][CH2:8]2)=[O:4].[Br:24]N1C(=O)CCC1=O. Product: [CH3:1][O:2][C:3]([C:5]1[C:6]([OH:23])=[C:7]2[C:12](=[C:13]([Br:24])[N:14]=1)[N:11]([CH2:15][C:16]1[CH:21]=[CH:20][CH:19]=[CH:18][CH:17]=1)[C:10](=[O:22])[CH2:9][CH2:8]2)=[O:4]. The catalyst class is: 2. (6) Reactant: [Br:1][C:2]1[CH:3]=[C:4]2[C:9](=[CH:10][CH:11]=1)[NH:8][C:7](=[O:12])[CH:6]=[CH:5]2.[H-].[Na+].Cl[CH2:16][C:17]1[CH:22]=[CH:21][C:20]([O:23][CH3:24])=[CH:19][CH:18]=1. Product: [Br:1][C:2]1[CH:3]=[C:4]2[C:9](=[CH:10][CH:11]=1)[N:8]([CH2:16][C:17]1[CH:22]=[CH:21][C:20]([O:23][CH3:24])=[CH:19][CH:18]=1)[C:7](=[O:12])[CH:6]=[CH:5]2. The catalyst class is: 18. (7) Reactant: O=[C:2]1[CH2:7][CH2:6][CH2:5][CH2:4][CH:3]1[C:8]#[N:9].C([O-])(=O)C.[Na+].Cl.[CH:16]([NH:19][NH2:20])([CH3:18])[CH3:17]. Product: [CH:16]([N:19]1[C:8]([NH2:9])=[C:3]2[C:2]([CH2:7][CH2:6][CH2:5][CH2:4]2)=[N:20]1)([CH3:18])[CH3:17]. The catalyst class is: 8. (8) Reactant: [OH:1][CH2:2][C:3]([C:5]1[CH:10]=[CH:9][CH:8]=[CH:7][CH:6]=1)=[O:4].C(N(CC)CC)C.[Si:18](Cl)([C:21]([CH3:24])([CH3:23])[CH3:22])([CH3:20])[CH3:19]. Product: [C:21]([Si:18]([CH3:20])([CH3:19])[O:1][CH2:2][C:3]([C:5]1[CH:10]=[CH:9][CH:8]=[CH:7][CH:6]=1)=[O:4])([CH3:24])([CH3:23])[CH3:22]. The catalyst class is: 112.